Dataset: Forward reaction prediction with 1.9M reactions from USPTO patents (1976-2016). Task: Predict the product of the given reaction. (1) Given the reactants Cl[C:2]1[N:3]=[CH:4][C:5]([C:8]([O:10][CH3:11])=[O:9])=[N:6][CH:7]=1.[CH2:12]([N:14](CC)[CH2:15][CH3:16])[CH3:13].N1CCCC1, predict the reaction product. The product is: [N:14]1([C:2]2[N:3]=[CH:4][C:5]([C:8]([O:10][CH3:11])=[O:9])=[N:6][CH:7]=2)[CH2:15][CH2:16][CH2:13][CH2:12]1. (2) Given the reactants [Br:1][C:2]1[CH:3]=[N:4][CH:5]=[C:6]([F:9])[C:7]=1[Cl:8].Cl, predict the reaction product. The product is: [ClH:8].[Br:1][C:2]1[CH:3]=[N:4][CH:5]=[C:6]([F:9])[C:7]=1[Cl:8]. (3) The product is: [NH:1]1[C:9]2[C:4](=[CH:5][CH:6]=[C:7]([NH:10][C:11]3[C:12]4[CH:32]=[CH:31][NH:30][C:13]=4[N:14]=[C:15]([NH:17][C:18]4[CH:23]=[CH:22][C:21]([N:24]5[CH2:25][CH2:26][N:27]([S:41]([CH3:40])(=[O:43])=[O:42])[CH2:28][CH2:29]5)=[CH:20][CH:19]=4)[N:16]=3)[CH:8]=2)[CH:3]=[N:2]1. Given the reactants [NH:1]1[C:9]2[C:4](=[CH:5][CH:6]=[C:7]([NH:10][C:11]3[C:12]4[CH:32]=[CH:31][NH:30][C:13]=4[N:14]=[C:15]([NH:17][C:18]4[CH:23]=[CH:22][C:21]([N:24]5[CH2:29][CH2:28][NH:27][CH2:26][CH2:25]5)=[CH:20][CH:19]=4)[N:16]=3)[CH:8]=2)[CH:3]=[N:2]1.C(N(CC)CC)C.[CH3:40][S:41](Cl)(=[O:43])=[O:42], predict the reaction product. (4) Given the reactants [F:1][C:2]1[CH:3]=[C:4]([CH:10]=[C:11]([C:13]2[CH2:17][CH2:16][CH2:15][C:14]=2[C:18]2[C:19]([O:28]CC3C=CC=CC=3)=[N:20][CH:21]=[C:22]([C:24]([F:27])([F:26])[F:25])[CH:23]=2)[CH:12]=1)[C:5]([O:7][CH2:8][CH3:9])=[O:6].C(=O)(O)[O-].[Na+], predict the reaction product. The product is: [F:1][C:2]1[CH:3]=[C:4]([CH:10]=[C:11]([C:13]2[CH2:17][CH2:16][CH2:15][C:14]=2[C:18]2[C:19]([OH:28])=[N:20][CH:21]=[C:22]([C:24]([F:25])([F:26])[F:27])[CH:23]=2)[CH:12]=1)[C:5]([O:7][CH2:8][CH3:9])=[O:6].